From a dataset of Reaction yield outcomes from USPTO patents with 853,638 reactions. Predict the reaction yield, written as a fraction of the theoretical maximum amount of product (1.0 means a 100% yield; for example, 0.34 means a 34% yield). (1) The reactants are [C:1]([NH:4][CH2:5][CH2:6][NH:7][C:8]([C:10]1[S:11][C:12]([C:15]2[N:20]=[C:19]([NH:21][C:22]3[CH:26]=[C:25]([CH:27]4[CH2:29][CH2:28]4)[NH:24][N:23]=3)[C:18]([Br:30])=[CH:17][N:16]=2)=[CH:13][CH:14]=1)=[O:9])(=[O:3])[CH3:2].[C:31](OC(=O)C)(=[O:33])[CH3:32]. The catalyst is C1COCC1.O. The product is [C:1]([NH:4][CH2:5][CH2:6][NH:7][C:8]([C:10]1[S:11][C:12]([C:15]2[N:20]=[C:19]([NH:21][C:22]3[CH:26]=[C:25]([CH:27]4[CH2:29][CH2:28]4)[N:24]([C:31](=[O:33])[CH3:32])[N:23]=3)[C:18]([Br:30])=[CH:17][N:16]=2)=[CH:13][CH:14]=1)=[O:9])(=[O:3])[CH3:2]. The yield is 0.985. (2) The reactants are [OH:1][CH2:2][C@@H:3]1[O:7][C:6](=[O:8])[N:5]([C:9]2[CH:18]=[C:17]3[C:12]([CH:13]=[C:14]([C:20]4[CH:25]=[CH:24][CH:23]=[CH:22][C:21]=4[C:26]([F:29])([F:28])[F:27])[NH:15][C:16]3=[O:19])=[CH:11][CH:10]=2)[CH2:4]1.[CH3:30][C:31]([O:34][C:35]([N:37]([CH2:39][C:40](O)=[O:41])[CH3:38])=[O:36])([CH3:33])[CH3:32]. The catalyst is C(Cl)Cl. The product is [O:8]=[C:6]1[N:5]([C:9]2[CH:18]=[C:17]3[C:12]([CH:13]=[C:14]([C:20]4[CH:25]=[CH:24][CH:23]=[CH:22][C:21]=4[C:26]([F:28])([F:27])[F:29])[NH:15][C:16]3=[O:19])=[CH:11][CH:10]=2)[CH2:4][C@H:3]([CH2:2][O:1][C:40](=[O:41])[CH2:39][N:37]([C:35]([O:34][C:31]([CH3:32])([CH3:30])[CH3:33])=[O:36])[CH3:38])[O:7]1. The yield is 1.00. (3) The reactants are [CH2:1]([Mg]Br)[CH:2]=[CH2:3].[Cl:6][CH2:7][CH2:8][C:9]([C:11]1[CH:16]=[CH:15][CH:14]=[CH:13][CH:12]=1)=[O:10]. The catalyst is C1COCC1. The product is [Cl:6][CH2:7][CH2:8][C:9]([C:11]1[CH:16]=[CH:15][CH:14]=[CH:13][CH:12]=1)([OH:10])[CH2:3][CH:2]=[CH2:1]. The yield is 0.820. (4) The yield is 0.990. The product is [C:1]([C:5]1[CH:6]=[C:7]([NH:26][C:27]([NH:29][C@@H:30]2[C:39]3[C:34](=[CH:35][CH:36]=[CH:37][CH:38]=3)[C@H:33]([O:40][C:41]3[CH:42]=[CH:43][C:44]4[N:45]([C:47]([N:50]([CH:51]([CH3:53])[CH3:52])[CH:54]([CH3:55])[CH3:56])=[N:48][N:49]=4)[CH:46]=3)[CH2:32][CH2:31]2)=[O:28])[N:8]([C:10]2[CH:15]=[CH:14][CH:13]=[C:12]([O:16][CH2:17][CH2:18][OH:19])[CH:11]=2)[N:9]=1)([CH3:4])([CH3:2])[CH3:3]. The catalyst is CO. The reactants are [C:1]([C:5]1[CH:6]=[C:7]([NH:26][C:27]([NH:29][C@@H:30]2[C:39]3[C:34](=[CH:35][CH:36]=[CH:37][CH:38]=3)[C@H:33]([O:40][C:41]3[CH:42]=[CH:43][C:44]4[N:45]([C:47]([N:50]([CH:54]([CH3:56])[CH3:55])[CH:51]([CH3:53])[CH3:52])=[N:48][N:49]=4)[CH:46]=3)[CH2:32][CH2:31]2)=[O:28])[N:8]([C:10]2[CH:15]=[CH:14][CH:13]=[C:12]([O:16][CH2:17][CH2:18][O:19]C3CCCCO3)[CH:11]=2)[N:9]=1)([CH3:4])([CH3:3])[CH3:2].C1(C)C=CC(S([O-])(=O)=O)=CC=1.[NH+]1C=CC=CC=1. (5) The reactants are OS(O)(=O)=O.[N+:6]([O-:9])(O)=[O:7].[F:10][C:11]1[C:19]([F:20])=[C:18]([F:21])[CH:17]=[CH:16][C:12]=1[C:13]([OH:15])=[O:14]. No catalyst specified. The product is [F:10][C:11]1[C:19]([F:20])=[C:18]([F:21])[C:17]([N+:6]([O-:9])=[O:7])=[CH:16][C:12]=1[C:13]([OH:15])=[O:14]. The yield is 0.920. (6) The reactants are Cl[C:2]1[N:7]=[C:6]([NH:8][CH:9]2[CH2:17][CH:16]3[N:12]([CH2:13][CH2:14][CH2:15]3)[CH2:11][CH2:10]2)[C:5]([F:18])=[CH:4][N:3]=1.[NH2:19][C:20]1[C:21]([F:36])=[CH:22][C:23]([CH:33]2[CH2:35][CH2:34]2)=[C:24]([N:26]2[C:30](=[O:31])[N:29]([CH3:32])[N:28]=[N:27]2)[CH:25]=1.O.C1(C)C=CC(S(O)(=O)=O)=CC=1. The catalyst is C(O)(C)C. The product is [F:18][C:5]1[C:6]([NH:8][CH:9]2[CH2:17][CH:16]3[N:12]([CH2:13][CH2:14][CH2:15]3)[CH2:11][CH2:10]2)=[N:7][C:2]([NH:19][C:20]2[C:21]([F:36])=[CH:22][C:23]([CH:33]3[CH2:35][CH2:34]3)=[C:24]([N:26]3[C:30](=[O:31])[N:29]([CH3:32])[N:28]=[N:27]3)[CH:25]=2)=[N:3][CH:4]=1. The yield is 0.470.